From a dataset of NCI-60 drug combinations with 297,098 pairs across 59 cell lines. Regression. Given two drug SMILES strings and cell line genomic features, predict the synergy score measuring deviation from expected non-interaction effect. Drug 1: CC12CCC3C(C1CCC2=O)CC(=C)C4=CC(=O)C=CC34C. Drug 2: C1CC(=O)NC(=O)C1N2C(=O)C3=CC=CC=C3C2=O. Cell line: KM12. Synergy scores: CSS=48.0, Synergy_ZIP=7.82, Synergy_Bliss=9.78, Synergy_Loewe=-0.340, Synergy_HSA=4.20.